This data is from NCI-60 drug combinations with 297,098 pairs across 59 cell lines. The task is: Regression. Given two drug SMILES strings and cell line genomic features, predict the synergy score measuring deviation from expected non-interaction effect. (1) Synergy scores: CSS=37.6, Synergy_ZIP=-3.21, Synergy_Bliss=-1.72, Synergy_Loewe=2.20, Synergy_HSA=3.40. Drug 2: C1CN(CCN1C(=O)CCBr)C(=O)CCBr. Cell line: OVCAR-5. Drug 1: C(CC(=O)O)C(=O)CN.Cl. (2) Drug 1: CNC(=O)C1=CC=CC=C1SC2=CC3=C(C=C2)C(=NN3)C=CC4=CC=CC=N4. Drug 2: C1C(C(OC1N2C=C(C(=O)NC2=O)F)CO)O. Cell line: OVCAR-4. Synergy scores: CSS=27.0, Synergy_ZIP=-9.34, Synergy_Bliss=-7.60, Synergy_Loewe=-20.4, Synergy_HSA=-6.66. (3) Drug 1: CS(=O)(=O)C1=CC(=C(C=C1)C(=O)NC2=CC(=C(C=C2)Cl)C3=CC=CC=N3)Cl. Drug 2: CC1OCC2C(O1)C(C(C(O2)OC3C4COC(=O)C4C(C5=CC6=C(C=C35)OCO6)C7=CC(=C(C(=C7)OC)O)OC)O)O. Cell line: NCI/ADR-RES. Synergy scores: CSS=2.24, Synergy_ZIP=-2.55, Synergy_Bliss=-3.69, Synergy_Loewe=-3.90, Synergy_HSA=-4.34. (4) Drug 1: CC(C)(C1=NC(=CC=C1)N2C3=NC(=NC=C3C(=O)N2CC=C)NC4=CC=C(C=C4)N5CCN(CC5)C)O. Drug 2: CC(C)(C#N)C1=CC=C(C=C1)N2C3=C4C=C(C=CC4=NC=C3N(C2=O)C)C5=CC6=CC=CC=C6N=C5. Cell line: SW-620. Synergy scores: CSS=73.4, Synergy_ZIP=4.78, Synergy_Bliss=4.28, Synergy_Loewe=4.80, Synergy_HSA=10.5. (5) Drug 1: CC1=CC=C(C=C1)C2=CC(=NN2C3=CC=C(C=C3)S(=O)(=O)N)C(F)(F)F. Drug 2: C1C(C(OC1N2C=NC3=C2NC=NCC3O)CO)O. Cell line: OVCAR-5. Synergy scores: CSS=-1.89, Synergy_ZIP=-0.123, Synergy_Bliss=-2.45, Synergy_Loewe=-3.11, Synergy_HSA=-2.91. (6) Drug 1: CCCS(=O)(=O)NC1=C(C(=C(C=C1)F)C(=O)C2=CNC3=C2C=C(C=N3)C4=CC=C(C=C4)Cl)F. Drug 2: CCC1(CC2CC(C3=C(CCN(C2)C1)C4=CC=CC=C4N3)(C5=C(C=C6C(=C5)C78CCN9C7C(C=CC9)(C(C(C8N6C)(C(=O)OC)O)OC(=O)C)CC)OC)C(=O)OC)O.OS(=O)(=O)O. Cell line: LOX IMVI. Synergy scores: CSS=52.5, Synergy_ZIP=5.75, Synergy_Bliss=5.41, Synergy_Loewe=8.23, Synergy_HSA=10.9.